From a dataset of Forward reaction prediction with 1.9M reactions from USPTO patents (1976-2016). Predict the product of the given reaction. (1) Given the reactants [CH2:1]([NH:5][CH2:6][CH:7]([CH3:9])[CH3:8])[CH:2]([CH3:4])[CH3:3].Br[CH2:11][CH2:12][CH2:13][Cl:14].C(=O)([O-])[O-].[K+].[K+], predict the reaction product. The product is: [Cl:14][CH2:13][CH2:12][CH2:11][N:5]([CH2:6][CH:7]([CH3:9])[CH3:8])[CH2:1][CH:2]([CH3:4])[CH3:3]. (2) Given the reactants [OH:1][C:2]1[CH:10]=[CH:9][C:5]([CH:6]=[N:7]O)=[CH:4][CH:3]=1.[CH3:11][C:12]([O:15][C:16](O[C:16]([O:15][C:12]([CH3:14])([CH3:13])[CH3:11])=[O:17])=[O:17])([CH3:14])[CH3:13], predict the reaction product. The product is: [OH:1][C:2]1[CH:10]=[CH:9][C:5]([CH2:6][NH:7][C:16](=[O:17])[O:15][C:12]([CH3:14])([CH3:13])[CH3:11])=[CH:4][CH:3]=1. (3) Given the reactants [Br:1][C:2]1[CH:7]=[CH:6][C:5]([OH:8])=[CH:4][C:3]=1[F:9].C(=O)([O-])[O-].[K+].[K+].Cl[C:17]([F:27])([F:26])C(C1C=CC=CC=1)=O, predict the reaction product. The product is: [Br:1][C:2]1[CH:7]=[CH:6][C:5]([O:8][CH:17]([F:27])[F:26])=[CH:4][C:3]=1[F:9]. (4) Given the reactants [C:1]([O:5][C:6](=[O:25])[NH:7][CH:8]1[CH2:11][N:10]([CH:12]([C:19]2[CH:24]=[CH:23][CH:22]=[CH:21][CH:20]=2)C2C=CC=CC=2)[CH2:9]1)([CH3:4])([CH3:3])[CH3:2].C([O-])=O.[NH4+].ClC1C2C(=CC=CC=2)[N:34]=[CH:33][N:32]=1.C(N(C(C)C)CC)(C)C.C([O-])(O)=O.[Na+], predict the reaction product. The product is: [C:1]([O:5][C:6](=[O:25])[NH:7][CH:8]1[CH2:9][N:10]([C:12]2[C:19]3[C:24](=[CH:23][CH:22]=[CH:21][CH:20]=3)[N:34]=[CH:33][N:32]=2)[CH2:11]1)([CH3:3])([CH3:2])[CH3:4]. (5) Given the reactants [NH:1]1[C:9]2[C:4](=[CH:5][C:6]([C:10]3([C:13]([O:15]C)=[O:14])[CH2:12][CH2:11]3)=[CH:7][CH:8]=2)[CH:3]=[CH:2]1.[Li+].[OH-].Cl, predict the reaction product. The product is: [NH:1]1[C:9]2[C:4](=[CH:5][C:6]([C:10]3([C:13]([OH:15])=[O:14])[CH2:12][CH2:11]3)=[CH:7][CH:8]=2)[CH:3]=[CH:2]1. (6) The product is: [CH3:11][N:12]1[C:16]([CH2:17][NH:2][CH2:1][C:3]2[CH:10]=[CH:9][C:6]([C:7]#[N:8])=[CH:5][CH:4]=2)=[CH:15][N:14]=[CH:13]1. Given the reactants [C:1]([C:3]1[CH:10]=[CH:9][C:6]([CH2:7][NH2:8])=[CH:5][CH:4]=1)#[N:2].[CH3:11][N:12]1[C:16]([CH:17]=O)=[CH:15][N:14]=[CH:13]1.C(O[BH-](OC(=O)C)OC(=O)C)(=O)C.[Na+].CO, predict the reaction product.